Dataset: NCI-60 drug combinations with 297,098 pairs across 59 cell lines. Task: Regression. Given two drug SMILES strings and cell line genomic features, predict the synergy score measuring deviation from expected non-interaction effect. (1) Drug 1: C1CCN(CC1)CCOC2=CC=C(C=C2)C(=O)C3=C(SC4=C3C=CC(=C4)O)C5=CC=C(C=C5)O. Synergy scores: CSS=-13.4, Synergy_ZIP=7.73, Synergy_Bliss=7.94, Synergy_Loewe=-8.42, Synergy_HSA=-6.84. Cell line: RPMI-8226. Drug 2: C1CCC(C1)C(CC#N)N2C=C(C=N2)C3=C4C=CNC4=NC=N3. (2) Drug 1: CS(=O)(=O)C1=CC(=C(C=C1)C(=O)NC2=CC(=C(C=C2)Cl)C3=CC=CC=N3)Cl. Drug 2: CCC1=C2CN3C(=CC4=C(C3=O)COC(=O)C4(CC)O)C2=NC5=C1C=C(C=C5)O. Cell line: NCI-H522. Synergy scores: CSS=37.8, Synergy_ZIP=0.253, Synergy_Bliss=1.63, Synergy_Loewe=-20.9, Synergy_HSA=3.14. (3) Drug 1: C1CC(C1)(C(=O)O)C(=O)O.[NH2-].[NH2-].[Pt+2]. Drug 2: CC1CCC2CC(C(=CC=CC=CC(CC(C(=O)C(C(C(=CC(C(=O)CC(OC(=O)C3CCCCN3C(=O)C(=O)C1(O2)O)C(C)CC4CCC(C(C4)OC)O)C)C)O)OC)C)C)C)OC. Cell line: HOP-92. Synergy scores: CSS=2.32, Synergy_ZIP=0.889, Synergy_Bliss=2.41, Synergy_Loewe=-4.56, Synergy_HSA=-0.338. (4) Drug 1: CNC(=O)C1=CC=CC=C1SC2=CC3=C(C=C2)C(=NN3)C=CC4=CC=CC=N4. Drug 2: CC(C)(C#N)C1=CC(=CC(=C1)CN2C=NC=N2)C(C)(C)C#N. Cell line: RXF 393. Synergy scores: CSS=5.74, Synergy_ZIP=-1.15, Synergy_Bliss=-0.694, Synergy_Loewe=-0.373, Synergy_HSA=-0.0921. (5) Drug 1: CN(CCCl)CCCl.Cl. Drug 2: CC1CCCC2(C(O2)CC(NC(=O)CC(C(C(=O)C(C1O)C)(C)C)O)C(=CC3=CSC(=N3)C)C)C. Cell line: HT29. Synergy scores: CSS=38.4, Synergy_ZIP=-9.55, Synergy_Bliss=-16.2, Synergy_Loewe=-22.4, Synergy_HSA=-13.3. (6) Drug 1: COC1=C(C=C2C(=C1)N=CN=C2NC3=CC(=C(C=C3)F)Cl)OCCCN4CCOCC4. Drug 2: C1=CC=C(C=C1)NC(=O)CCCCCCC(=O)NO. Cell line: NCI-H460. Synergy scores: CSS=28.1, Synergy_ZIP=-2.47, Synergy_Bliss=7.07, Synergy_Loewe=9.13, Synergy_HSA=9.42. (7) Drug 1: CC1C(C(CC(O1)OC2CC(CC3=C2C(=C4C(=C3O)C(=O)C5=C(C4=O)C(=CC=C5)OC)O)(C(=O)C)O)N)O.Cl. Drug 2: COC1=NC(=NC2=C1N=CN2C3C(C(C(O3)CO)O)O)N. Cell line: SK-MEL-2. Synergy scores: CSS=3.52, Synergy_ZIP=-1.34, Synergy_Bliss=1.22, Synergy_Loewe=-17.1, Synergy_HSA=-3.91. (8) Drug 1: C1=NC2=C(N=C(N=C2N1C3C(C(C(O3)CO)O)F)Cl)N. Drug 2: C#CCC(CC1=CN=C2C(=N1)C(=NC(=N2)N)N)C3=CC=C(C=C3)C(=O)NC(CCC(=O)O)C(=O)O. Cell line: OVCAR-8. Synergy scores: CSS=43.4, Synergy_ZIP=2.82, Synergy_Bliss=0.644, Synergy_Loewe=-28.9, Synergy_HSA=0.00902. (9) Drug 1: C1C(C(OC1N2C=C(C(=O)NC2=O)F)CO)O. Drug 2: C1C(C(OC1N2C=NC3=C2NC=NCC3O)CO)O. Cell line: MALME-3M. Synergy scores: CSS=11.5, Synergy_ZIP=3.30, Synergy_Bliss=0.493, Synergy_Loewe=-3.78, Synergy_HSA=0.413. (10) Drug 1: C1=C(C(=O)NC(=O)N1)F. Drug 2: C1CN(P(=O)(OC1)NCCCl)CCCl. Cell line: MCF7. Synergy scores: CSS=27.1, Synergy_ZIP=2.47, Synergy_Bliss=0.427, Synergy_Loewe=-9.80, Synergy_HSA=0.307.